Dataset: Forward reaction prediction with 1.9M reactions from USPTO patents (1976-2016). Task: Predict the product of the given reaction. (1) Given the reactants [H-].[Al+3].[Li+].[H-].[H-].[H-].[Cl-].[Al+3].[Cl-].[Cl-].[Br:11][C:12]1[CH:17]=[CH:16][C:15]([F:18])=[CH:14][C:13]=1[CH2:19][C:20]([NH:22][CH3:23])=O.[OH-].[Na+], predict the reaction product. The product is: [Br:11][C:12]1[CH:17]=[CH:16][C:15]([F:18])=[CH:14][C:13]=1[CH2:19][CH2:20][NH:22][CH3:23]. (2) Given the reactants [C:1]([O:5][C:6]([N:8]1[CH2:12][C@H:11]([OH:13])[CH2:10][C@H:9]1[C:14]([O:16][CH3:17])=[O:15])=[O:7])([CH3:4])([CH3:3])[CH3:2].[CH:18]1[C:27]2[C:22](=[CH:23][CH:24]=[CH:25][CH:26]=2)[CH:21]=[CH:20][C:19]=1O.C1C=CC(P(C2C=CC=CC=2)C2C=CC=CC=2)=CC=1.CC(OC(/N=N/C(OC(C)C)=O)=O)C, predict the reaction product. The product is: [C:1]([O:5][C:6]([N:8]1[CH2:12][C@@H:11]([O:13][C:20]2[CH:19]=[CH:18][C:27]3[C:22](=[CH:23][CH:24]=[CH:25][CH:26]=3)[CH:21]=2)[CH2:10][C@H:9]1[C:14]([O:16][CH3:17])=[O:15])=[O:7])([CH3:4])([CH3:3])[CH3:2]. (3) Given the reactants [BH4-].[Na+].[Br:3][C:4]1[CH:5]=[C:6]2[C:10](=[CH:11][CH:12]=1)[N:9]([CH:13]1[CH2:18][CH2:17][C:16](=[O:19])[CH2:15][CH2:14]1)[CH:8]=[CH:7]2, predict the reaction product. The product is: [Br:3][C:4]1[CH:5]=[C:6]2[C:10](=[CH:11][CH:12]=1)[N:9]([CH:13]1[CH2:18][CH2:17][CH:16]([OH:19])[CH2:15][CH2:14]1)[CH:8]=[CH:7]2. (4) Given the reactants [Cl:1][C:2]1[CH:9]=[CH:8][C:5]([CH:6]=[O:7])=[CH:4][N:3]=1.[CH2:10]([Mg]Br)[CH2:11][CH3:12], predict the reaction product. The product is: [Cl:1][C:2]1[N:3]=[CH:4][C:5]([CH:6]([OH:7])[CH2:10][CH2:11][CH3:12])=[CH:8][CH:9]=1. (5) Given the reactants [C:1]([C:5]1[O:9][N:8]=[C:7]([C:10]2[CH:15]=[C:14](Cl)[C:13]([CH:17]3[CH2:19][CH2:18]3)=[CH:12][N:11]=2)[N:6]=1)([CH3:4])([CH3:3])[CH3:2].Cl.[F:21][C:22]1([F:27])[CH2:26][CH2:25][NH:24][CH2:23]1.C([O-])([O-])=O.[K+].[K+], predict the reaction product. The product is: [C:1]([C:5]1[O:9][N:8]=[C:7]([C:10]2[CH:15]=[C:14]([N:24]3[CH2:25][CH2:26][C:22]([F:27])([F:21])[CH2:23]3)[C:13]([CH:17]3[CH2:19][CH2:18]3)=[CH:12][N:11]=2)[N:6]=1)([CH3:4])([CH3:3])[CH3:2].